This data is from Forward reaction prediction with 1.9M reactions from USPTO patents (1976-2016). The task is: Predict the product of the given reaction. (1) Given the reactants [N:1]1([CH2:7][C:8]([N:10]2[CH2:14][CH2:13][CH2:12][CH2:11]2)=[O:9])[CH2:6][CH2:5][NH:4][CH2:3][CH2:2]1.[C:15]([O:19][C:20](=[O:25])[NH:21][CH2:22][CH2:23]Br)([CH3:18])([CH3:17])[CH3:16], predict the reaction product. The product is: [C:15]([O:19][C:20](=[O:25])[NH:21][CH2:22][CH2:23][N:4]1[CH2:3][CH2:2][N:1]([CH2:7][C:8](=[O:9])[N:10]2[CH2:11][CH2:12][CH2:13][CH2:14]2)[CH2:6][CH2:5]1)([CH3:18])([CH3:17])[CH3:16]. (2) Given the reactants [Br:1][C:2]1[CH:3]=[CH:4][C:5]([O:22][CH3:23])=[C:6]([S:8]([NH:11][C:12]2[CH:13]=[N:14][CH:15]=[C:16]([CH:21]=2)[C:17]([O:19]C)=[O:18])(=[O:10])=[O:9])[CH:7]=1.[OH-].[Na+], predict the reaction product. The product is: [Br:1][C:2]1[CH:3]=[CH:4][C:5]([O:22][CH3:23])=[C:6]([S:8]([NH:11][C:12]2[CH:13]=[N:14][CH:15]=[C:16]([CH:21]=2)[C:17]([OH:19])=[O:18])(=[O:9])=[O:10])[CH:7]=1. (3) The product is: [CH3:6][C:5]1[C:2]([CH3:1])=[C:3]([NH2:4])[N:15]([C:9]2[CH:14]=[CH:13][CH:12]=[CH:11][CH:10]=2)[N:16]=1. Given the reactants [CH3:1][CH:2]([C:5](=O)[CH3:6])[C:3]#[N:4].Cl.[C:9]1([NH:15][NH2:16])[CH:14]=[CH:13][CH:12]=[CH:11][CH:10]=1, predict the reaction product. (4) Given the reactants [NH2:1][C:2]1[CH:3]=[CH:4][C:5]([F:22])=[C:6]([C@:8]2([CH3:21])[C@@H:13]([O:14][CH2:15][C:16]([F:19])([F:18])[F:17])[CH2:12][O:11][C:10]([NH2:20])=[N:9]2)[CH:7]=1.[Cl:23][C:24]1[CH:25]=[CH:26][C:27]([C:30](O)=[O:31])=[N:28][CH:29]=1, predict the reaction product. The product is: [NH2:20][C:10]1[O:11][CH2:12][C@H:13]([O:14][CH2:15][C:16]([F:18])([F:19])[F:17])[C@:8]([C:6]2[CH:7]=[C:2]([NH:1][C:30]([C:27]3[CH:26]=[CH:25][C:24]([Cl:23])=[CH:29][N:28]=3)=[O:31])[CH:3]=[CH:4][C:5]=2[F:22])([CH3:21])[N:9]=1. (5) Given the reactants Cl[C:2]1[CH:7]=[C:6]([NH:8][CH2:9][CH3:10])[C:5]([N+:11]([O-:13])=[O:12])=[CH:4][N:3]=1.[CH3:14][O-:15].[Na+], predict the reaction product. The product is: [CH2:9]([NH:8][C:6]1[C:5]([N+:11]([O-:13])=[O:12])=[CH:4][N:3]=[C:2]([O:15][CH3:14])[CH:7]=1)[CH3:10]. (6) Given the reactants [CH3:1][C:2]1([CH3:15])[C:14]2[C:9](=[N:10][CH:11]=[CH:12][CH:13]=2)[C:8]2[C:3]1=[CH:4][CH:5]=[CH:6][CH:7]=2.[Br:16]Br.O, predict the reaction product. The product is: [Br:16][C:5]1[CH:4]=[C:3]2[C:8](=[CH:7][CH:6]=1)[C:9]1=[N:10][CH:11]=[CH:12][CH:13]=[C:14]1[C:2]2([CH3:15])[CH3:1]. (7) Given the reactants [Br:1][CH2:2][C:3]1[CH:8]=[CH:7][C:6]([C:9]([F:12])([CH3:11])[CH3:10])=[CH:5][CH:4]=1.C(N(S(F)(F)F)CC)C.C(OC1C=CC(N2C3C=CC(/C=C\C4C=CC(C(OC)=O)=CC=4)=CC=3N=C2)=CC=1)(C)C.[C:53]1([P:59]([C:66]2[CH:71]=[CH:70][CH:69]=[CH:68][CH:67]=2)[C:60]2[CH:65]=[CH:64][CH:63]=[CH:62][CH:61]=2)[CH:58]=[CH:57][CH:56]=[CH:55][CH:54]=1.[Cl-].C(C1C=CC(C[P+](C2C=CC=CC=2)(C2C=CC=CC=2)C2C=CC=CC=2)=CC=1)C, predict the reaction product. The product is: [Br-:1].[F:12][C:9]([C:6]1[CH:7]=[CH:8][C:3]([CH2:2][P+:59]([C:60]2[CH:61]=[CH:62][CH:63]=[CH:64][CH:65]=2)([C:66]2[CH:71]=[CH:70][CH:69]=[CH:68][CH:67]=2)[C:53]2[CH:54]=[CH:55][CH:56]=[CH:57][CH:58]=2)=[CH:4][CH:5]=1)([CH3:11])[CH3:10]. (8) The product is: [CH2:8]([C:7]1[C:2]([NH:1][S:30]([CH2:23][C:24]2[CH:29]=[CH:28][CH:27]=[CH:26][CH:25]=2)(=[O:32])=[O:31])=[N:3][CH:4]=[C:5]([C:15]2[CH:16]=[CH:17][C:18]([O:21][CH3:22])=[CH:19][CH:20]=2)[N:6]=1)[C:9]1[CH:10]=[CH:11][CH:12]=[CH:13][CH:14]=1. Given the reactants [NH2:1][C:2]1[C:7]([CH2:8][C:9]2[CH:14]=[CH:13][CH:12]=[CH:11][CH:10]=2)=[N:6][C:5]([C:15]2[CH:20]=[CH:19][C:18]([O:21][CH3:22])=[CH:17][CH:16]=2)=[CH:4][N:3]=1.[CH2:23]([S:30](Cl)(=[O:32])=[O:31])[C:24]1[CH:29]=[CH:28][CH:27]=[CH:26][CH:25]=1.Cl, predict the reaction product.